From a dataset of Full USPTO retrosynthesis dataset with 1.9M reactions from patents (1976-2016). Predict the reactants needed to synthesize the given product. (1) Given the product [N:1]1([C:5]([C:7]2[CH:8]=[C:9]3[C:14](=[CH:15][CH:16]=2)[CH:13]=[N+:12]([O-:37])[CH:11]=[C:10]3[C:17]2[CH:18]=[CH:19][C:20]([C:23]3[CH:24]=[N:25][N:26]([CH3:28])[CH:27]=3)=[CH:21][CH:22]=2)=[O:6])[CH2:2][CH2:3][CH2:4]1, predict the reactants needed to synthesize it. The reactants are: [N:1]1([C:5]([C:7]2[CH:8]=[C:9]3[C:14](=[CH:15][CH:16]=2)[CH:13]=[N:12][CH:11]=[C:10]3[C:17]2[CH:22]=[CH:21][C:20]([C:23]3[CH:24]=[N:25][N:26]([CH3:28])[CH:27]=3)=[CH:19][CH:18]=2)=[O:6])[CH2:4][CH2:3][CH2:2]1.C1C=C(Cl)C=C(C(OO)=[O:37])C=1.[OH-].[Na+]. (2) The reactants are: N[CH2:2][CH2:3][C@H:4]1[CH2:9][CH2:8][C@H:7]([NH:10][C:11](=[O:17])[O:12][C:13]([CH3:16])([CH3:15])[CH3:14])[CH2:6][CH2:5]1.[CH2:18]=O.[C:20]([BH3-])#[N:21].[Na+]. Given the product [CH3:18][N:21]([CH3:20])[CH2:2][CH2:3][C@H:4]1[CH2:9][CH2:8][C@H:7]([NH:10][C:11](=[O:17])[O:12][C:13]([CH3:16])([CH3:15])[CH3:14])[CH2:6][CH2:5]1, predict the reactants needed to synthesize it.